From a dataset of Forward reaction prediction with 1.9M reactions from USPTO patents (1976-2016). Predict the product of the given reaction. Given the reactants Br[C:2]1[N:22]=[C:5]2[C:6]([O:20][CH3:21])=[CH:7][C:8]([C:10]([N:12]3[C@H:17]([CH3:18])[CH2:16][O:15][CH:14]([CH3:19])[CH2:13]3)=[O:11])=[CH:9][N:4]2[N:3]=1.Cl.[Cl:24][C:25]1[CH:26]=[C:27]([CH:31]([NH2:34])[CH2:32][F:33])[CH:28]=[CH:29][CH:30]=1.CC(C)([O-])C.[Na+].C1(P(C2C=CC=CC=2)C2C3OC4C(=CC=CC=4P(C4C=CC=CC=4)C4C=CC=CC=4)C(C)(C)C=3C=CC=2)C=CC=CC=1, predict the reaction product. The product is: [Cl:24][C:25]1[CH:26]=[C:27]([CH:31]([NH:34][C:2]2[N:22]=[C:5]3[C:6]([O:20][CH3:21])=[CH:7][C:8]([C:10]([N:12]4[C@H:17]([CH3:18])[CH2:16][O:15][CH:14]([CH3:19])[CH2:13]4)=[O:11])=[CH:9][N:4]3[N:3]=2)[CH2:32][F:33])[CH:28]=[CH:29][CH:30]=1.